Dataset: Catalyst prediction with 721,799 reactions and 888 catalyst types from USPTO. Task: Predict which catalyst facilitates the given reaction. Reactant: [CH2:1]([NH:4][C:5]([C:7]1[C:8]([I:19])=[C:9]([C:13]([I:18])=[C:14]([NH2:17])[C:15]=1[I:16])[C:10]([Cl:12])=[O:11])=[O:6])[CH:2]=[CH2:3].[C:20]([OH:23])(=[O:22])[CH3:21].[C:24]([OH:27])(=[O:26])[CH3:25].[C:28]([OH:31])(=[O:30])[CH3:29].[O:32]=[C:33](Cl)[C@H:34]([C@@H:36]([CH2:38]O)O)O. Product: [C:20]([O:23][CH:36]([CH2:38][O:30][C:28](=[O:31])[CH3:29])[CH:34]([O:26][C:24](=[O:27])[CH3:25])[C:33](=[O:32])[NH:17][C:14]1[C:13]([I:18])=[C:9]([C:10]([Cl:12])=[O:11])[C:8]([I:19])=[C:7]([C:5](=[O:6])[NH:4][CH2:1][CH:2]=[CH2:3])[C:15]=1[I:16])(=[O:22])[CH3:21]. The catalyst class is: 566.